This data is from Forward reaction prediction with 1.9M reactions from USPTO patents (1976-2016). The task is: Predict the product of the given reaction. (1) Given the reactants [CH3:1][O:2][C:3](=[O:12])[C:4]1[CH:9]=[CH:8][C:7]([NH2:10])=[C:6]([NH2:11])[CH:5]=1.CO[C:15]1C(OC)=C[C:18]2[NH:19][C:20](CCCNC)=N[C:17]=2[CH:16]=1, predict the reaction product. The product is: [CH3:1][O:2][C:3]([C:4]1[CH:9]=[CH:8][C:7]2[NH:10][C:15]([CH2:16][CH2:17][CH2:18][NH:19][CH3:20])=[N:11][C:6]=2[CH:5]=1)=[O:12]. (2) Given the reactants C(P(CCCC)CCCC)CCC.[F:14][C:15]([F:30])([F:29])[C:16]1[CH:17]=[C:18]([CH2:26][CH2:27]O)[CH:19]=[C:20]([C:22]([F:25])([F:24])[F:23])[CH:21]=1.[S:31]1[C:35]2[CH:36]=[CH:37][CH:38]=[CH:39][C:34]=2[N:33]=[C:32]1[S:40][S:40][C:32]1[S:31][C:35]2[CH:36]=[CH:37][CH:38]=[CH:39][C:34]=2[N:33]=1, predict the reaction product. The product is: [F:14][C:15]([F:30])([F:29])[C:16]1[CH:17]=[C:18]([CH2:26][CH2:27][S:40][C:32]2[S:31][C:35]3[CH:36]=[CH:37][CH:38]=[CH:39][C:34]=3[N:33]=2)[CH:19]=[C:20]([C:22]([F:25])([F:24])[F:23])[CH:21]=1. (3) Given the reactants [CH3:1][NH:2][C:3](=[O:14])[C:4]1[CH:9]=[CH:8][C:7](I)=[C:6]([N+:11]([O-:13])=[O:12])[CH:5]=1.[CH3:15][N:16](C)P(=O)(N(C)C)N(C)C, predict the reaction product. The product is: [CH3:1][NH:2][C:3](=[O:14])[C:4]1[CH:9]=[CH:8][C:7]([C:15]#[N:16])=[C:6]([N+:11]([O-:13])=[O:12])[CH:5]=1. (4) Given the reactants [F:1][C:2]1[CH:10]=[CH:9][CH:8]=[C:7]2[C:3]=1[C:4]([CH3:13])([CH3:12])[C:5](=[O:11])[NH:6]2.C(O)(=O)C.[Br:18]Br.S([O-])([O-])(=O)=S.[Na+].[Na+], predict the reaction product. The product is: [Br:18][C:10]1[C:2]([F:1])=[C:3]2[C:7](=[CH:8][CH:9]=1)[NH:6][C:5](=[O:11])[C:4]2([CH3:13])[CH3:12]. (5) Given the reactants [F:1][C:2]([F:42])([F:41])[C:3]1[CH:4]=[C:5]([C:13]([CH3:40])([CH3:39])[C:14]([N:16]([C:18]2[CH:19]=[N:20][C:21]([NH:32][CH2:33][C@@H:34]3[CH2:38][CH2:37][CH2:36][NH:35]3)=[CH:22][C:23]=2[C:24]2[CH:29]=[CH:28][C:27]([F:30])=[CH:26][C:25]=2[CH3:31])[CH3:17])=[O:15])[CH:6]=[C:7]([C:9]([F:12])([F:11])[F:10])[CH:8]=1.C(N(CC)CC)C.Cl[C:51](Cl)([O:53]C(=O)OC(Cl)(Cl)Cl)Cl, predict the reaction product. The product is: [F:42][C:2]([F:1])([F:41])[C:3]1[CH:4]=[C:5]([C:13]([CH3:39])([CH3:40])[C:14]([N:16]([C:18]2[CH:19]=[N:20][C:21]([N:32]3[CH2:33][C@@H:34]4[CH2:38][CH2:37][CH2:36][N:35]4[C:51]3=[O:53])=[CH:22][C:23]=2[C:24]2[CH:29]=[CH:28][C:27]([F:30])=[CH:26][C:25]=2[CH3:31])[CH3:17])=[O:15])[CH:6]=[C:7]([C:9]([F:10])([F:11])[F:12])[CH:8]=1. (6) Given the reactants NC(N)=[S:3].S(=O)(=O)(O)O.Br[C:11]1[S:12][C:13]2[CH:19]=[C:18]([C:20]3[CH:21]=[C:22]([CH2:34][CH2:35][C:36]([O:38]CC)=[O:37])[CH:23]=[CH:24][C:25]=3[O:26][CH2:27][CH:28]3[CH2:33][CH2:32][CH2:31]C[CH2:29]3)[CH:17]=[CH:16][C:14]=2[N:15]=1.[OH-].[Na+], predict the reaction product. The product is: [CH:28]1([CH2:27][O:26][C:25]2[CH:24]=[CH:23][C:22]([CH2:34][CH2:35][C:36]([OH:38])=[O:37])=[CH:21][C:20]=2[C:18]2[CH:17]=[CH:16][C:14]3[NH:15][C:11](=[S:3])[S:12][C:13]=3[CH:19]=2)[CH2:33][CH2:32][CH2:31][CH2:29]1. (7) Given the reactants [NH:1]1[C:5]2([CH2:14][CH2:13][C:8]3(OCC[O:9]3)[CH2:7][CH2:6]2)[C:4](=[O:15])[NH:3][C:2]1=[O:16].Cl, predict the reaction product. The product is: [NH:1]1[C:5]2([CH2:6][CH2:7][C:8](=[O:9])[CH2:13][CH2:14]2)[C:4](=[O:15])[NH:3][C:2]1=[O:16]. (8) Given the reactants Cl[C:2]1[CH:3]=[CH:4][N:5]2[C:10]([C:11]=1[O:12][CH3:13])=[C:9]([CH:14]1[CH2:16][CH2:15]1)[CH:8]=[C:7]([C:17]([O:19][CH3:20])=[O:18])[C:6]2=[O:21].[NH:22]1[C:30]2[C:25](=[CH:26][C:27](B3OC(C)(C)C(C)(C)O3)=[CH:28][CH:29]=2)[CH:24]=[N:23]1, predict the reaction product. The product is: [NH:22]1[C:30]2[C:25](=[CH:26][C:27]([C:2]3[CH:3]=[CH:4][N:5]4[C:10]([C:11]=3[O:12][CH3:13])=[C:9]([CH:14]3[CH2:16][CH2:15]3)[CH:8]=[C:7]([C:17]([O:19][CH3:20])=[O:18])[C:6]4=[O:21])=[CH:28][CH:29]=2)[CH:24]=[N:23]1. (9) Given the reactants Br[C:2]1[C:3](=[O:10])[N:4]([CH2:8][CH3:9])[CH:5]=[CH:6][N:7]=1.C(=O)([O-])[O-].[K+].[K+].[CH:17]1[CH:22]=[CH:21][C:20]([CH2:23][SH:24])=[CH:19][CH:18]=1.O, predict the reaction product. The product is: [CH2:23]([S:24][C:2]1[C:3](=[O:10])[N:4]([CH2:8][CH3:9])[CH:5]=[CH:6][N:7]=1)[C:20]1[CH:21]=[CH:22][CH:17]=[CH:18][CH:19]=1. (10) Given the reactants C(=O)([O-])[O-].[K+].[K+].CI.[CH3:9][N:10]([CH3:14])[C:11](=O)[CH3:12].[Br:15][C:16]1[CH:17]=[C:18]([C:22]2C=C([CH:26]=[CH:27][CH:28]=2)N)[CH:19]=[N:20][CH:21]=1, predict the reaction product. The product is: [Br:15][C:16]1[CH:17]=[C:18]([C:22]2[CH:12]=[C:11]([CH:26]=[CH:27][CH:28]=2)[N:10]([CH3:14])[CH3:9])[CH:19]=[N:20][CH:21]=1.